Dataset: Reaction yield outcomes from USPTO patents with 853,638 reactions. Task: Predict the reaction yield, written as a fraction of the theoretical maximum amount of product (1.0 means a 100% yield; for example, 0.34 means a 34% yield). (1) The reactants are C(NC(C)C)(C)C.C([Li])CCC.[F:13][C:14]([F:27])([F:26])[S:15][C:16]1[CH:21]=[CH:20][C:19]([CH2:22][C:23]([OH:25])=[O:24])=[CH:18][CH:17]=1.I[CH2:29][CH:30]1[CH2:34][CH2:33][CH2:32][CH2:31]1. The catalyst is O1CCCC1.CN1CCCN(C)C1=O. The product is [CH:30]1([CH2:29][CH:22]([C:19]2[CH:18]=[CH:17][C:16]([S:15][C:14]([F:26])([F:13])[F:27])=[CH:21][CH:20]=2)[C:23]([OH:25])=[O:24])[CH2:34][CH2:33][CH2:32][CH2:31]1. The yield is 0.580. (2) The reactants are [O:1]=[C:2]1[O:6][CH2:5][C@H:4]([NH:7][C:8](=[O:17])[O:9][CH2:10][C:11]2[CH:16]=[CH:15][CH:14]=[CH:13][CH:12]=2)[CH2:3]1.[CH3:18][NH:19][CH3:20]. The catalyst is C1COCC1. The product is [CH3:18][N:19]([CH3:20])[C:2](=[O:1])[CH2:3][C@@H:4]([NH:7][C:8](=[O:17])[O:9][CH2:10][C:11]1[CH:16]=[CH:15][CH:14]=[CH:13][CH:12]=1)[CH2:5][OH:6]. The yield is 0.915. (3) The product is [N:1]12[CH2:8][CH2:7][CH:4]([CH2:5][CH2:6]1)[CH:3]([O:9][C:10](=[O:19])[NH:11][C:12]1[CH:13]=[C:14]([C:23]3[CH:24]=[CH:25][CH:26]=[CH:27][C:22]=3[O:21][CH3:20])[CH:15]=[CH:16][CH:17]=1)[CH2:2]2. The yield is 0.580. No catalyst specified. The reactants are [N:1]12[CH2:8][CH2:7][CH:4]([CH2:5][CH2:6]1)[CH:3]([O:9][C:10](=[O:19])[NH:11][C:12]1[CH:17]=[CH:16][CH:15]=[C:14](Br)[CH:13]=1)[CH2:2]2.[CH3:20][O:21][C:22]1[CH:27]=[CH:26][CH:25]=[CH:24][C:23]=1B(O)O. (4) The reactants are [Cl:1][C:2]1[CH:11]=[CH:10][C:9]([NH2:12])=[C:8]2[C:3]=1[CH:4]=[CH:5][CH:6]=[N:7]2.[N:13]1[CH:18]=[CH:17][CH:16]=[C:15]([S:19](Cl)(=[O:21])=[O:20])[CH:14]=1. No catalyst specified. The product is [Cl:1][C:2]1[CH:11]=[CH:10][C:9]([NH:12][S:19]([C:15]2[CH:14]=[N:13][CH:18]=[CH:17][CH:16]=2)(=[O:21])=[O:20])=[C:8]2[C:3]=1[CH:4]=[CH:5][CH:6]=[N:7]2. The yield is 0.430. (5) The reactants are [F:1][C:2]1[N:12]=[CH:11][C:5]2[NH:6][C:7](=O)[N:8]=[CH:9][C:4]=2[CH:3]=1.S(Cl)(Cl)=O.[C:17]([C:19]1[CH:20]=[C:21]([CH:23]=[CH:24][C:25]=1[Cl:26])[NH2:22])#[CH:18]. The catalyst is CN(C=O)C.CC(N(C)C)=O. The product is [C:17]([C:19]1[CH:20]=[C:21]([NH:22][C:9]2[C:4]3[CH:3]=[C:2]([F:1])[N:12]=[CH:11][C:5]=3[N:6]=[CH:7][N:8]=2)[CH:23]=[CH:24][C:25]=1[Cl:26])#[CH:18]. The yield is 1.00. (6) The reactants are Cl[C:2]1[C:3]([O:8][CH:9]2[CH2:12][N:11]([C:13]3[CH:22]=[CH:21][C:20]4[C:15](=[CH:16][CH:17]=[CH:18][CH:19]=4)[N:14]=3)[CH2:10]2)=[N:4][CH:5]=[CH:6][N:7]=1.CC1(C)C(C)(C)OB([C:31]2[CH2:36][CH2:35][N:34]([C:37]([O:39][C:40]([CH3:43])([CH3:42])[CH3:41])=[O:38])[CH2:33][CH:32]=2)O1.[O-]P([O-])([O-])=O.[K+].[K+].[K+]. The catalyst is O1CCOCC1.O.C1C=CC(P(C2C=CC=CC=2)[C-]2C=CC=C2)=CC=1.C1C=CC(P(C2C=CC=CC=2)[C-]2C=CC=C2)=CC=1.Cl[Pd]Cl.[Fe+2]. The product is [N:14]1[C:15]2[C:20](=[CH:19][CH:18]=[CH:17][CH:16]=2)[CH:21]=[CH:22][C:13]=1[N:11]1[CH2:12][CH:9]([O:8][C:3]2[C:2]([C:31]3[CH2:36][CH2:35][N:34]([C:37]([O:39][C:40]([CH3:43])([CH3:42])[CH3:41])=[O:38])[CH2:33][CH:32]=3)=[N:7][CH:6]=[CH:5][N:4]=2)[CH2:10]1. The yield is 0.650. (7) The reactants are C(OC([N:8]1[CH2:13][CH2:12][N:11]([S:14]([CH3:17])(=[O:16])=[O:15])[C:10]([CH3:19])([CH3:18])[CH2:9]1)=O)(C)(C)C.[ClH:20]. The catalyst is ClCCl.C(OCC)C. The product is [ClH:20].[CH3:17][S:14]([N:11]1[CH2:12][CH2:13][NH:8][CH2:9][C:10]1([CH3:19])[CH3:18])(=[O:15])=[O:16]. The yield is 0.750. (8) The reactants are [C:1]([C:4]1[C:22](=[O:23])[C@@:8]2([CH3:24])[C:9]3[C:15]([OH:16])=[CH:14][C:13]([O:17][CH3:18])=[C:12]([C:19]([NH2:21])=[O:20])[C:10]=3[O:11][C:7]2=[CH:6][C:5]=1[OH:25])(=[O:3])[CH3:2].[CH3:26][C:27]1[CH:34]=[CH:33][CH:32]=[C:31]([CH3:35])[C:28]=1[CH:29]=O.C([SiH](CC)CC)C.FC(F)(F)C(O)=O. The catalyst is C(#N)C. The product is [C:1]([C:4]1[C:22](=[O:23])[C@@:8]2([CH3:24])[C:9]3[C:15]([OH:16])=[CH:14][C:13]([O:17][CH3:18])=[C:12]([C:19]([NH:21][CH2:29][C:28]4[C:31]([CH3:35])=[CH:32][CH:33]=[CH:34][C:27]=4[CH3:26])=[O:20])[C:10]=3[O:11][C:7]2=[CH:6][C:5]=1[OH:25])(=[O:3])[CH3:2]. The yield is 0.890.